From a dataset of Full USPTO retrosynthesis dataset with 1.9M reactions from patents (1976-2016). Predict the reactants needed to synthesize the given product. (1) Given the product [C:1]([O:5][C:6](=[O:24])[CH2:7][CH:8]1[CH2:9][CH2:10][CH:11]([C:14]2[CH:15]=[CH:16][C:17]([C:18]([OH:20])=[O:19])=[CH:22][CH:23]=2)[CH2:12][CH2:13]1)([CH3:4])([CH3:2])[CH3:3], predict the reactants needed to synthesize it. The reactants are: [C:1]([O:5][C:6](=[O:24])[CH2:7][CH:8]1[CH2:13][CH2:12][CH:11]([C:14]2[CH:23]=[CH:22][C:17]([C:18]([O:20]C)=[O:19])=[CH:16][CH:15]=2)[CH2:10][CH2:9]1)([CH3:4])([CH3:3])[CH3:2].C1COCC1.[OH-].[Na+]. (2) Given the product [CH:5]1[C:6]([C:10]2[O:25][C:15]3[CH:16]=[C:17]([OH:23])[CH:18]=[C:19]([OH:20])[C:14]=3[C:12](=[O:13])[CH:11]=2)=[CH:7][C:8]([OH:9])=[C:3]([OH:2])[CH:4]=1.[CH3:1][O:2][C:3]1[CH:4]=[CH:5][C:6]([C:10]2[O:25][C:15]3[C:16]([O:37][CH3:36])=[C:17]([OH:23])[C:18]([O:21][CH3:22])=[C:19]([OH:20])[C:14]=3[C:12](=[O:13])[CH:11]=2)=[CH:7][C:8]=1[OH:9], predict the reactants needed to synthesize it. The reactants are: [CH3:1][O:2][C:3]1[CH:4]=[CH:5][C:6]([C:10]2[O:25][C:15]3[CH:16]=[C:17]([O:23]C)[C:18]([O:21][CH3:22])=[C:19]([OH:20])[C:14]=3[C:12](=[O:13])[C:11]=2OC)=[CH:7][C:8]=1[OH:9].C1C(C2OC3C(=C(O)C=C(O)C=3[C@@H]3O[C@H](CO)[C@@H](O)[C@H](O)[C@H]3O)[C:36](=[O:37])C=2)=CC(O)=C(O)C=1.C1C(C2OC3C=C(O)C([C@@H]4O[C@H](CO)[C@@H](O)[C@H](O)[C@H]4O)=C(O)C=3C(=O)C=2)=CC(O)=C(O)C=1.C1C(C2OC3C=C(O)C=C(O)C=3C(=O)C=2)=CC(O)=C(O)C=1.COC1C=C(O)C2C(=O)C=C(C3C=C(OC)C(OC)=C(OC)C=3)OC=2C=1.OC1C=C(C=CC=1OC)C1CC(=O)C2C(=CC(OC)=C(OC)C=2O)O1. (3) Given the product [F:15][C:14]([F:17])([F:16])[C:13]([NH:12][CH2:11][CH2:10][CH:9]([OH:19])[C:4]1[CH:5]=[CH:6][C:7]([CH3:8])=[C:2]([C:21]#[C:20][C:22]([OH:29])([CH2:26][CH2:27][CH3:28])[CH2:23][CH2:24][CH3:25])[CH:3]=1)=[O:18], predict the reactants needed to synthesize it. The reactants are: Br[C:2]1[CH:3]=[C:4]([CH:9]([OH:19])[CH2:10][CH2:11][NH:12][C:13](=[O:18])[C:14]([F:17])([F:16])[F:15])[CH:5]=[CH:6][C:7]=1[CH3:8].[C:20]([C:22]([OH:29])([CH2:26][CH2:27][CH3:28])[CH2:23][CH2:24][CH3:25])#[CH:21]. (4) Given the product [NH2:1][C:4]1[CH:9]=[CH:8][CH:7]=[CH:6][CH:5]=1.[N+:1]([C:4]1[CH:9]=[CH:8][CH:7]=[CH:6][CH:5]=1)([O-:3])=[O:2], predict the reactants needed to synthesize it. The reactants are: [N+:1]([C:4]1[CH:9]=[CH:8][CH:7]=[CH:6][CH:5]=1)([O-:3])=[O:2].O. (5) The reactants are: [C:1]([O:4][C@H:5]([C@H:9]1[O:14][CH2:13][CH2:12][N:11]([C:15]2[CH:16]=[C:17]3[C:21](=[CH:22][CH:23]=2)[CH2:20][N:19]([CH3:24])[C:18]3=[O:25])[C:10]1=[O:26])[C:6](O)=[O:7])(=[O:3])[CH3:2].[NH2:27][C:28]1[CH:29]=[C:30]2[C:35](=[CH:36][CH:37]=1)[CH2:34][N:33]([C:38]([O:40][C:41]([CH3:44])([CH3:43])[CH3:42])=[O:39])[CH2:32][CH2:31]2. Given the product [C:1]([O:4][C@H:5]([C@H:9]1[O:14][CH2:13][CH2:12][N:11]([C:15]2[CH:16]=[C:17]3[C:21](=[CH:22][CH:23]=2)[CH2:20][N:19]([CH3:24])[C:18]3=[O:25])[C:10]1=[O:26])[C:6]([NH:27][C:28]1[CH:29]=[C:30]2[C:35](=[CH:36][CH:37]=1)[CH2:34][N:33]([C:38]([O:40][C:41]([CH3:44])([CH3:43])[CH3:42])=[O:39])[CH2:32][CH2:31]2)=[O:7])(=[O:3])[CH3:2], predict the reactants needed to synthesize it.